From a dataset of Forward reaction prediction with 1.9M reactions from USPTO patents (1976-2016). Predict the product of the given reaction. (1) Given the reactants C(N(CC)CC)C.Cl.[CH3:9][C:10](=[CH2:17])[C:11]([O:13][CH2:14][CH2:15][NH2:16])=[O:12].C1C2NC3C(=CC=CC=3)SC=2C=CC=1.[F:32][C:33]([F:39])([F:38])[S:34](Cl)(=[O:36])=[O:35], predict the reaction product. The product is: [CH3:17][C:10](=[CH2:9])[C:11]([O:13][CH2:14][CH2:15][NH:16][S:34]([C:33]([F:39])([F:38])[F:32])(=[O:36])=[O:35])=[O:12]. (2) Given the reactants I[C:2]1[CH:7]=[CH:6][C:5]([N:8]2[CH:12]=[C:11]([CH2:13][C:14]3[CH:18]=[CH:17][S:16][C:15]=3[C:19]([NH2:21])=[O:20])[N:10]=[CH:9]2)=[CH:4][CH:3]=1.[CH3:22][O:23][C:24]1[C:29](B(O)O)=[CH:28][CH:27]=[CH:26][N:25]=1, predict the reaction product. The product is: [CH3:22][O:23][C:24]1[C:29]([C:2]2[CH:7]=[CH:6][C:5]([N:8]3[CH:12]=[C:11]([CH2:13][C:14]4[CH:18]=[CH:17][S:16][C:15]=4[C:19]([NH2:21])=[O:20])[N:10]=[CH:9]3)=[CH:4][CH:3]=2)=[CH:28][CH:27]=[CH:26][N:25]=1.